Dataset: Full USPTO retrosynthesis dataset with 1.9M reactions from patents (1976-2016). Task: Predict the reactants needed to synthesize the given product. (1) Given the product [CH3:1][O:2][C:3](=[O:66])[C@@H:4]([NH:20][C:21]([CH:23]1[CH2:32][C:31]2[CH:30]=[C:29]3[O:33][CH2:34][C@H:35]([C:37]4[CH:38]=[CH:39][C:40]([O:43][CH2:44][C:45]5[CH:50]=[CH:49][C:48]([Cl:51])=[C:47]([Cl:52])[CH:46]=5)=[CH:41][CH:42]=4)[O:36][C:28]3=[CH:27][C:26]=2[CH2:25][N:24]1[S:53]([C:56]1[S:60][C:59]([N:61]([C:62](=[O:64])[CH3:63])[CH:67]2[CH2:70][CH2:69][CH2:68]2)=[N:58][C:57]=1[CH3:65])(=[O:55])=[O:54])=[O:22])[CH2:5][C:6]1[CH:7]=[CH:8][C:9]([C:12]2[CH:17]=[CH:16][C:15]([C:18]#[N:19])=[CH:14][CH:13]=2)=[CH:10][CH:11]=1, predict the reactants needed to synthesize it. The reactants are: [CH3:1][O:2][C:3](=[O:66])[C@@H:4]([NH:20][C:21]([CH:23]1[CH2:32][C:31]2[CH:30]=[C:29]3[O:33][CH2:34][C@H:35]([C:37]4[CH:42]=[CH:41][C:40]([O:43][CH2:44][C:45]5[CH:50]=[CH:49][C:48]([Cl:51])=[C:47]([Cl:52])[CH:46]=5)=[CH:39][CH:38]=4)[O:36][C:28]3=[CH:27][C:26]=2[CH2:25][N:24]1[S:53]([C:56]1[S:60][C:59]([NH:61][C:62](=[O:64])[CH3:63])=[N:58][C:57]=1[CH3:65])(=[O:55])=[O:54])=[O:22])[CH2:5][C:6]1[CH:11]=[CH:10][C:9]([C:12]2[CH:17]=[CH:16][C:15]([C:18]#[N:19])=[CH:14][CH:13]=2)=[CH:8][CH:7]=1.[CH:67]1(O)[CH2:70][CH2:69][CH2:68]1. (2) Given the product [Cl:24][C:25]1[CH:30]=[C:29]([F:31])[CH:28]=[CH:27][C:26]=1[CH2:32][S:10][CH:13]1[C:18]([C:19]([O:21][CH2:22][CH3:23])=[O:20])=[CH:17][CH2:16][CH2:15][CH2:14]1, predict the reactants needed to synthesize it. The reactants are: FC1C=C(F)C=CC=1N[S:10]([CH:13]1[C:18]([C:19]([O:21][CH2:22][CH3:23])=[O:20])=[CH:17][CH2:16][CH2:15][CH2:14]1)(=O)=O.[Cl:24][C:25]1[CH:30]=[C:29]([F:31])[CH:28]=[CH:27][C:26]=1[CH2:32]S.